Dataset: Catalyst prediction with 721,799 reactions and 888 catalyst types from USPTO. Task: Predict which catalyst facilitates the given reaction. (1) Reactant: [CH2:1]([O:3][C:4]([C:6]1([C:11]([CH3:19])([CH3:18])[O:12][SiH2:13][C:14]([CH3:17])([CH3:16])[CH3:15])[CH2:10][CH2:9][NH:8][CH2:7]1)=[O:5])[CH3:2].C(N(CC)CC)C.C(=O)([O-])[O-].[Cs+].[Cs+].Br[CH2:34][C:35]([O:37][C:38]([CH3:41])([CH3:40])[CH3:39])=[O:36]. Product: [CH2:1]([O:3][C:4]([C:6]1([C:11]([CH3:18])([CH3:19])[O:12][SiH2:13][C:14]([CH3:17])([CH3:16])[CH3:15])[CH2:10][CH2:9][N:8]([CH2:34][C:35]([O:37][C:38]([CH3:41])([CH3:40])[CH3:39])=[O:36])[CH2:7]1)=[O:5])[CH3:2]. The catalyst class is: 10. (2) Reactant: [C:1]1([CH:7]2[CH2:12][CH2:11][C:10](=[O:13])[CH2:9][CH2:8]2)[CH:6]=[CH:5][CH:4]=[CH:3][CH:2]=1.[Br:14]N1C(=O)CCC1=O.CC(N=NC(C#N)(C)C)(C#N)C. Product: [Br:14][CH:9]1[CH2:8][CH:7]([C:1]2[CH:6]=[CH:5][CH:4]=[CH:3][CH:2]=2)[CH2:12][CH2:11][C:10]1=[O:13]. The catalyst class is: 53. (3) Reactant: Br[CH2:2][C:3]1[C:8]([S:9][CH3:10])=[CH:7][CH:6]=[CH:5][C:4]=1[N:11]1[C:15](=[O:16])[N:14]([CH3:17])[N:13]=[N:12]1.[Cl:18][C:19]1[N:23]([CH3:24])[N:22]=[C:21]([C:25]2[CH:30]=[CH:29][C:28]([OH:31])=[C:27]([CH3:32])[CH:26]=2)[C:20]=1[CH3:33].C(=O)([O-])[O-].[K+].[K+]. Product: [CH3:10][S:9][C:8]1[C:3]([CH2:2][O:31][C:28]2[CH:29]=[CH:30][C:25]([C:21]3[C:20]([CH3:33])=[C:19]([Cl:18])[N:23]([CH3:24])[N:22]=3)=[CH:26][C:27]=2[CH3:32])=[C:4]([N:11]2[C:15](=[O:16])[N:14]([CH3:17])[N:13]=[N:12]2)[CH:5]=[CH:6][CH:7]=1. The catalyst class is: 10. (4) The catalyst class is: 6. Reactant: CN(C)C=O.Cl[CH2:7][CH2:8][O:9][C:10]1[CH:19]=[C:18]2[C:13]([C:14]([O:20][C:21]3[C:22]([CH3:31])=[N:23][C:24]4[C:29]([CH:30]=3)=[CH:28][CH:27]=[CH:26][CH:25]=4)=[CH:15][CH:16]=[N:17]2)=[CH:12][C:11]=1[O:32][CH3:33].C(=O)([O-])[O-].[K+].[K+].[NH:40]1[CH2:45][CH2:44][O:43][CH2:42][CH2:41]1. Product: [CH3:33][O:32][C:11]1[CH:12]=[C:13]2[C:18](=[CH:19][C:10]=1[O:9][CH2:8][CH2:7][N:40]1[CH2:45][CH2:44][O:43][CH2:42][CH2:41]1)[N:17]=[CH:16][CH:15]=[C:14]2[O:20][C:21]1[C:22]([CH3:31])=[N:23][C:24]2[C:29]([CH:30]=1)=[CH:28][CH:27]=[CH:26][CH:25]=2. (5) Reactant: [C:1](Cl)(=[O:4])[CH:2]=[CH2:3].[CH2:6]([C:8]([CH3:20])([C:10]12[CH2:19][CH:14]3[CH2:15][CH:16]([CH2:18][CH:12]([CH2:13]3)[CH2:11]1)[CH2:17]2)[OH:9])[CH3:7].C(N(CC)CC)C.O1CCCC1. Product: [C:1]([O:9][C:8]([C:10]12[CH2:19][CH:14]3[CH2:15][CH:16]([CH2:18][CH:12]([CH2:13]3)[CH2:11]1)[CH2:17]2)([CH3:20])[CH2:6][CH3:7])(=[O:4])[CH:2]=[CH2:3]. The catalyst class is: 6. (6) The catalyst class is: 7. Product: [C:1]([O:5][C:6]([NH:8][CH2:9][C:10]1[C:11]([CH2:27][CH:28]([CH3:30])[CH3:29])=[N:12][C:13]([CH3:26])=[C:14]([C:18]=1[C:19]1[CH:24]=[CH:23][C:22]([CH3:25])=[CH:21][CH:20]=1)[C:15]([O:17][CH2:32][C:33]1[CH:42]=[CH:41][C:36]([C:37]([O:39][CH3:40])=[O:38])=[CH:35][N:34]=1)=[O:16])=[O:7])([CH3:4])([CH3:3])[CH3:2]. Reactant: [C:1]([O:5][C:6]([NH:8][CH2:9][C:10]1[C:11]([CH2:27][CH:28]([CH3:30])[CH3:29])=[N:12][C:13]([CH3:26])=[C:14]([C:18]=1[C:19]1[CH:24]=[CH:23][C:22]([CH3:25])=[CH:21][CH:20]=1)[C:15]([OH:17])=[O:16])=[O:7])([CH3:4])([CH3:3])[CH3:2].O[CH2:32][C:33]1[CH:42]=[CH:41][C:36]([C:37]([O:39][CH3:40])=[O:38])=[CH:35][N:34]=1.C1(P(C2C=CC=CC=2)C2C=CC=CC=2)C=CC=CC=1.C1(C)C=CC=CC=1.N(C(OCC)=O)=NC(OCC)=O. (7) Reactant: [C:1]1([CH3:7])[CH:6]=[CH:5][CH:4]=[CH:3][CH:2]=1.[CH:8]([N:11](CC)C(C)C)(C)[CH3:9].Cl[C:18]1[CH:23]=[N:22]NC(=O)[C:19]=1Cl.P([O-])([O-])([O-])=[O:27]. Product: [CH2:7]([N:11]1[CH2:8][CH2:9][NH:22][CH2:23][CH:18]1[CH2:19][OH:27])[C:1]1[CH:6]=[CH:5][CH:4]=[CH:3][CH:2]=1. The catalyst class is: 39.